This data is from Reaction yield outcomes from USPTO patents with 853,638 reactions. The task is: Predict the reaction yield, written as a fraction of the theoretical maximum amount of product (1.0 means a 100% yield; for example, 0.34 means a 34% yield). (1) The reactants are [S:1]1[C:5]2[CH:6]=[C:7]([N:10]3[CH2:14][C:13]([CH3:16])([CH3:15])[NH:12][C:11]3=[O:17])[CH:8]=[CH:9][C:4]=2[N:3]=[CH:2]1.Br[C:19]1[CH:20]=[N:21][CH:22]=[CH:23][CH:24]=1.N[C@@H]1CCCC[C@H]1N.P([O-])([O-])([O-])=O.[K+].[K+].[K+]. The catalyst is [Cu](I)I.O1CCOCC1. The product is [S:1]1[C:5]2[CH:6]=[C:7]([N:10]3[CH2:14][C:13]([CH3:15])([CH3:16])[N:12]([C:19]4[CH:20]=[N:21][CH:22]=[CH:23][CH:24]=4)[C:11]3=[O:17])[CH:8]=[CH:9][C:4]=2[N:3]=[CH:2]1. The yield is 0.114. (2) The reactants are Cl.Cl.[F:3][CH2:4][CH2:5][O:6][C:7]1[CH:8]=[C:9]([N:14]2[CH2:19][CH2:18][NH:17][CH2:16][CH2:15]2)[CH:10]=[CH:11][C:12]=1[Cl:13].[NH:20]1[CH:24]=[CH:23][N:22]=[C:21]1[C:25]1[C:33]2[C:28](=[N:29][CH:30]=[CH:31][CH:32]=2)[N:27]([CH2:34][C:35](O)=[O:36])[N:26]=1.CN(C(ON1N=NC2C=CC=CC1=2)=[N+](C)C)C.F[P-](F)(F)(F)(F)F.CCN(C(C)C)C(C)C. The catalyst is CCOC(C)=O.CN(C=O)C. The product is [NH:20]1[CH:24]=[CH:23][N:22]=[C:21]1[C:25]1[C:33]2[C:28](=[N:29][CH:30]=[CH:31][CH:32]=2)[N:27]([CH2:34][C:35]([N:17]2[CH2:18][CH2:19][N:14]([C:9]3[CH:10]=[CH:11][C:12]([Cl:13])=[C:7]([O:6][CH2:5][CH2:4][F:3])[CH:8]=3)[CH2:15][CH2:16]2)=[O:36])[N:26]=1. The yield is 0.200. (3) The reactants are [CH3:1][C:2]1[C:16](=[O:17])[N:15]=[C:14]2[N:4]([C@@H:5]3[O:9][C@H:8]([CH2:10][OH:11])[C@@H:7]([OH:12])[C@@H:6]3[O:13]2)[CH:3]=1.[CH3:18][O:19][CH2:20][CH2:21][O:22]B([O:22][CH2:21][CH2:20][O:19][CH3:18])[O:22][CH2:21][CH2:20][O:19][CH3:18]. The catalyst is COCCO. The product is [CH3:18][O:19][CH2:20][CH2:21][O:22][C@@H:6]1[C@H:7]([OH:12])[C@@H:8]([CH2:10][OH:11])[O:9][C@H:5]1[N:4]1[CH:3]=[C:2]([CH3:1])[C:16](=[O:17])[NH:15][C:14]1=[O:13]. The yield is 0.630. (4) The reactants are C1(O[C:8](=[O:26])[NH:9][C:10]2[CH:15]=[C:14]([O:16][C:17]3[CH:22]=[CH:21][C:20]([N+:23]([O-:25])=[O:24])=[CH:19][CH:18]=3)[CH:13]=[CH:12][N:11]=2)C=CC=CC=1.[CH3:27][NH:28][CH:29]1[CH2:34][CH2:33][N:32]([CH3:35])[CH2:31][CH2:30]1. The catalyst is CN(C)C=O. The product is [N+:23]([C:20]1[CH:19]=[CH:18][C:17]([O:16][C:14]2[CH:13]=[CH:12][N:11]=[C:10]([NH:9][C:8](=[O:26])[N:28]([CH3:27])[CH:29]3[CH2:34][CH2:33][N:32]([CH3:35])[CH2:31][CH2:30]3)[CH:15]=2)=[CH:22][CH:21]=1)([O-:25])=[O:24]. The yield is 0.715. (5) The reactants are [CH3:1][CH:2]([CH3:14])[C:3]([C:5]1[CH:10]=[CH:9][CH:8]=[CH:7][C:6]=1[N+:11]([O-])=O)=O. The catalyst is C(O)C.Cl.[Pd]. The product is [CH2:3]([C:5]1[CH:10]=[CH:9][CH:8]=[CH:7][C:6]=1[NH2:11])[CH:2]([CH3:14])[CH3:1]. The yield is 0.270. (6) The reactants are FC1[CH:15]=[C:14]2[C:5]([NH:6][C:7]3[N:8]=[CH:9][CH:10]=[CH:11][C:12]=3[C:13]2([O:19][CH2:20][CH:21]2[CH2:23][CH2:22]2)[CH:16]([F:18])[F:17])=[CH:4][CH:3]=1.C1C=C(Cl)C=C(C(OO)=[O:32])C=1.[CH2:35]([Cl:37])Cl. No catalyst specified. The product is [Cl:37][C:35]1[CH:3]=[CH:4][C:5]2[NH:6][C:7]3[C:12]([C:13]([O:19][CH2:20][CH:21]4[CH2:23][CH2:22]4)([CH:16]([F:18])[F:17])[C:14]=2[CH:15]=1)=[CH:11][CH:10]=[CH:9][N+:8]=3[O-:32]. The yield is 0.700. (7) The reactants are [F:1][C:2]1[CH:22]=[CH:21][C:5]([O:6][CH2:7][CH:8]2[CH2:13][CH2:12][N:11](C(OC(C)(C)C)=O)[CH2:10][CH2:9]2)=[CH:4][CH:3]=1.[ClH:23]. The catalyst is ClCCl.O1CCOCC1. The product is [ClH:23].[F:1][C:2]1[CH:3]=[CH:4][C:5]([O:6][CH2:7][CH:8]2[CH2:9][CH2:10][NH:11][CH2:12][CH2:13]2)=[CH:21][CH:22]=1. The yield is 0.970. (8) The reactants are C[O:2][C:3](=O)[C:4]1[CH:9]=[CH:8][C:7]([CH2:10][O:11][CH2:12][CH2:13][O:14][Si:15]([C:18]([CH3:21])([CH3:20])[CH3:19])([CH3:17])[CH3:16])=[CH:6][CH:5]=1.[2H-].[Al+3].[Li+].[2H-].[2H-].[2H-]. The catalyst is C1COCC1. The product is [Si:15]([O:14][CH2:13][CH2:12][O:11][CH2:10][C:7]1[CH:8]=[CH:9][C:4]([CH2:3][OH:2])=[CH:5][CH:6]=1)([C:18]([CH3:21])([CH3:20])[CH3:19])([CH3:17])[CH3:16]. The yield is 0.860. (9) The reactants are [CH3:1][C:2]1[C:6]([CH3:7])=[C:5]([NH:8][C:9](=[O:16])OCC(Cl)(Cl)Cl)[O:4][N:3]=1.[F:17][C:18]1[CH:23]=[C:22]([F:24])[CH:21]=[CH:20][C:19]=1[C:25]1[N:30]=[C:29]([N:31]2[CH2:36][CH2:35][NH:34][CH2:33][CH2:32]2)[CH:28]=[CH:27][N:26]=1.C(N(C(C)C)CC)(C)C.O. The catalyst is CS(C)=O. The product is [F:17][C:18]1[CH:23]=[C:22]([F:24])[CH:21]=[CH:20][C:19]=1[C:25]1[N:30]=[C:29]([N:31]2[CH2:36][CH2:35][N:34]([C:9]([NH:8][C:5]3[O:4][N:3]=[C:2]([CH3:1])[C:6]=3[CH3:7])=[O:16])[CH2:33][CH2:32]2)[CH:28]=[CH:27][N:26]=1. The yield is 0.240.